This data is from Catalyst prediction with 721,799 reactions and 888 catalyst types from USPTO. The task is: Predict which catalyst facilitates the given reaction. (1) Reactant: [O:1]1[CH:5]=[CH:4][CH:3]=[C:2]1[C:6](=O)[C:7]([C:9]1[CH:14]=[CH:13][CH:12]=[CH:11][CH:10]=1)=O.[NH2:16][C:17]1[CH:18]=[C:19]([CH:23]=[CH:24][C:25]=1[NH2:26])[C:20]([OH:22])=[O:21]. Product: [O:1]1[CH:5]=[CH:4][CH:3]=[C:2]1[C:6]1[C:7]([C:9]2[CH:14]=[CH:13][CH:12]=[CH:11][CH:10]=2)=[N:16][C:17]2[C:25](=[CH:24][CH:23]=[C:19]([C:20]([OH:22])=[O:21])[CH:18]=2)[N:26]=1. The catalyst class is: 52. (2) Reactant: [CH3:1][NH2:2].[F:3][C:4]([F:41])([C:19]([F:40])([F:39])[C:20]([F:38])([F:37])[C:21]([F:36])([F:35])[C:22]([F:34])([F:33])[C:23]([F:32])([F:31])[C:24]([F:30])([F:29])[C:25]([F:28])([F:27])[F:26])[CH2:5][CH2:6][CH2:7]C1C=C(C)C=CC=1S([O-])(=O)=O. Product: [F:3][C:4]([F:41])([C:19]([F:40])([F:39])[C:20]([F:38])([F:37])[C:21]([F:36])([F:35])[C:22]([F:34])([F:33])[C:23]([F:32])([F:31])[C:24]([F:30])([F:29])[C:25]([F:28])([F:27])[F:26])[CH2:5][CH2:6][CH2:7][NH:2][CH3:1]. The catalyst class is: 7. (3) Reactant: [OH:1][C:2]1[CH:7]=[CH:6][C:5]([CH3:8])=[CH:4][C:3]=1[CH:9]([C:14]1[CH:19]=[CH:18][CH:17]=[CH:16][CH:15]=1)[CH2:10][C:11]([OH:13])=O.[NH2:20][CH2:21][C:22]([NH:24][CH:25]1[CH:30]2[CH:26]1[CH2:27][N:28]([CH2:31][C:32]1[CH:37]=[CH:36][CH:35]=[CH:34][CH:33]=1)[CH2:29]2)=[O:23].C(OC(NCC(O)=O)=O)(C)(C)C.C(N1CC2C(C2N)C1)C1C=CC=CC=1.CN1CCOCC1.C1C=CC2N(O)N=NC=2C=1. Product: [CH2:31]([N:28]1[CH2:27][CH:26]2[CH:30]([CH:25]2[NH:24][C:22]([CH2:21][NH:20][C:11](=[O:13])[CH2:10][CH:9]([C:3]2[CH:4]=[C:5]([CH3:8])[CH:6]=[CH:7][C:2]=2[OH:1])[C:14]2[CH:19]=[CH:18][CH:17]=[CH:16][CH:15]=2)=[O:23])[CH2:29]1)[C:32]1[CH:33]=[CH:34][CH:35]=[CH:36][CH:37]=1. The catalyst class is: 35. (4) Reactant: [CH2:1]([O:8][C:9]1[C:10]([CH3:27])=[C:11]([CH:15](OC)[C:16]2[C:24]3[C:19](=[N:20][CH:21]=[CH:22][CH:23]=3)[NH:18][CH:17]=2)[CH:12]=[CH:13][CH:14]=1)[C:2]1[CH:7]=[CH:6][CH:5]=[CH:4][CH:3]=1.FC(F)(F)C(O)=O.C([SiH](CC)CC)C. Product: [CH2:1]([O:8][C:9]1[C:10]([CH3:27])=[C:11]([CH:12]=[CH:13][CH:14]=1)[CH2:15][C:16]1[C:24]2[C:19](=[N:20][CH:21]=[CH:22][CH:23]=2)[NH:18][CH:17]=1)[C:2]1[CH:3]=[CH:4][CH:5]=[CH:6][CH:7]=1. The catalyst class is: 10. (5) Reactant: [CH3:1][O:2][C:3]1[CH:4]=[C:5]2[CH2:14][CH:13]([CH2:15][CH:16]3[CH2:21][CH2:20][N:19]([CH2:22][C:23]4[CH:24]=[CH:25][CH:26]=[CH:27][CH:28]=4)[CH2:18][CH2:17]3)[C:11](=[O:12])[C:6]2=[CH:7][C:8]=1[O:9][CH3:10].[ClH:29]. Product: [CH3:1][O:2][C:3]1[CH:4]=[C:5]2[CH2:14][CH:13]([CH2:15][CH:16]3[CH2:17][CH2:18][N:19]([CH2:22][C:23]4[CH:28]=[CH:27][CH:26]=[CH:25][CH:24]=4)[CH2:20][CH2:21]3)[C:11](=[O:12])[C:6]2=[CH:7][C:8]=1[O:9][CH3:10].[ClH:29]. The catalyst class is: 11. (6) Reactant: [NH2:1][C:2]([NH:4][C:5]1[S:6][C:7]([C:13]2[CH:18]=[CH:17][CH:16]=[CH:15][C:14]=2[O:19][CH:20]2[CH2:24][CH2:23][N:22](C(OC(C)(C)C)=O)[CH2:21]2)=[CH:8][C:9]=1[C:10]([NH2:12])=[O:11])=[O:3].FC(F)(F)C(O)=O. Product: [NH2:1][C:2]([NH:4][C:5]1[S:6][C:7]([C:13]2[CH:18]=[CH:17][CH:16]=[CH:15][C:14]=2[O:19][CH:20]2[CH2:24][CH2:23][NH:22][CH2:21]2)=[CH:8][C:9]=1[C:10]([NH2:12])=[O:11])=[O:3]. The catalyst class is: 4. (7) Reactant: [F:1][C:2]1[CH:31]=[CH:30][C:5]([CH:6]=[C:7]2[CH2:13][CH2:12][CH2:11][C:10]3[CH:14]=[C:15]([N:18]4[CH2:22][C@H:21]([CH2:23][NH:24][C:25](=[O:27])[CH3:26])[O:20][C:19]4=[O:28])[CH:16]=[CH:17][C:9]=3[C:8]2=O)=[CH:4][CH:3]=1.[OH:32][CH2:33][CH2:34][NH:35][NH2:36]. Product: [F:1][C:2]1[CH:3]=[CH:4][C:5]([C:6]2[N:35]([CH2:34][CH2:33][OH:32])[N:36]=[C:8]3[C:7]=2[CH2:13][CH2:12][CH2:11][C:10]2[CH:14]=[C:15]([N:18]4[CH2:22][C@H:21]([CH2:23][NH:24][C:25](=[O:27])[CH3:26])[O:20][C:19]4=[O:28])[CH:16]=[CH:17][C:9]3=2)=[CH:30][CH:31]=1. The catalyst class is: 15. (8) The catalyst class is: 5. Product: [C:16]1([CH2:15][CH2:14][CH2:13][C:10]2[NH:9][C:8]([C:6]([OH:7])=[O:5])=[CH:12][CH:11]=2)[CH:17]=[CH:18][CH:19]=[CH:20][CH:21]=1. Reactant: [OH-].[Na+].C([O:5][C:6]([C:8]1[NH:9][C:10]([CH2:13][CH2:14][CH2:15][C:16]2[CH:21]=[CH:20][CH:19]=[CH:18][CH:17]=2)=[CH:11][CH:12]=1)=[O:7])C. (9) Reactant: [CH2:1]([O:8][C:9](=[O:25])[CH2:10][CH2:11][CH2:12][CH2:13][C:14]([N:16]([CH2:21][C:22]([OH:24])=O)[CH2:17][C:18]([OH:20])=O)=[O:15])[C:2]1[CH:7]=[CH:6][CH:5]=[CH:4][CH:3]=1.[O:26]([CH2:37][CH2:38][NH2:39])[C@@H:27]1[O:35][C@@H:34]([CH3:36])[C@@H:32]([OH:33])[C@@H:30]([OH:31])[C@@H:28]1[OH:29].[CH2:40](Cl)[CH2:41]Cl. Product: [C@@H:27]1([O:26][CH2:37][CH2:38][NH:39][C:22](=[O:24])[CH2:21][N:16]([CH2:17][C:18](=[O:20])[NH:39][CH2:38][CH2:37][O:26][C@@H:27]2[O:35][C@@H:40]([CH3:41])[C@@H:32]([OH:33])[C@@H:30]([OH:31])[C@@H:28]2[OH:29])[C:14](=[O:15])[CH2:13][CH2:12][CH2:11][CH2:10][C:9]([O:8][CH2:1][C:2]2[CH:3]=[CH:4][CH:5]=[CH:6][CH:7]=2)=[O:25])[O:35][C@@H:34]([CH3:36])[C@@H:32]([OH:33])[C@@H:30]([OH:31])[C@@H:28]1[OH:29]. The catalyst class is: 239.